From a dataset of Peptide-MHC class I binding affinity with 185,985 pairs from IEDB/IMGT. Regression. Given a peptide amino acid sequence and an MHC pseudo amino acid sequence, predict their binding affinity value. This is MHC class I binding data. (1) The peptide sequence is DAPFLDRL. The MHC is Mamu-A01 with pseudo-sequence Mamu-A01. The binding affinity (normalized) is 0.00203. (2) The peptide sequence is FLTSVINRV. The MHC is HLA-A11:01 with pseudo-sequence HLA-A11:01. The binding affinity (normalized) is 0.00340. (3) The peptide sequence is PLFDFVNEKY. The MHC is HLA-A68:01 with pseudo-sequence HLA-A68:01. The binding affinity (normalized) is 0. (4) The peptide sequence is GMLPVCPLI. The MHC is Patr-A0701 with pseudo-sequence Patr-A0701. The binding affinity (normalized) is 0.243. (5) The peptide sequence is SPADERAVA. The MHC is HLA-A69:01 with pseudo-sequence HLA-A69:01. The binding affinity (normalized) is 0.0847. (6) The peptide sequence is LISILMIFI. The MHC is HLA-A02:03 with pseudo-sequence HLA-A02:03. The binding affinity (normalized) is 0.213. (7) The peptide sequence is SWTGALVTPCA. The MHC is Patr-A0901 with pseudo-sequence Patr-A0901. The binding affinity (normalized) is 0.288. (8) The binding affinity (normalized) is 0.579. The peptide sequence is WRFDSHLAF. The MHC is HLA-B15:01 with pseudo-sequence HLA-B15:01.